Dataset: Peptide-MHC class I binding affinity with 185,985 pairs from IEDB/IMGT. Task: Regression. Given a peptide amino acid sequence and an MHC pseudo amino acid sequence, predict their binding affinity value. This is MHC class I binding data. (1) The peptide sequence is ESMASLKSLY. The MHC is HLA-A03:01 with pseudo-sequence HLA-A03:01. The binding affinity (normalized) is 0.812. (2) The peptide sequence is NLFDIPLLT. The MHC is HLA-A02:02 with pseudo-sequence HLA-A02:02. The binding affinity (normalized) is 0.547. (3) The peptide sequence is HSGFIYFGK. The MHC is HLA-B15:17 with pseudo-sequence HLA-B15:17. The binding affinity (normalized) is 0.0847.